This data is from Reaction yield outcomes from USPTO patents with 853,638 reactions. The task is: Predict the reaction yield, written as a fraction of the theoretical maximum amount of product (1.0 means a 100% yield; for example, 0.34 means a 34% yield). The reactants are C([Li])CCC.Cl[CH2:7][CH2:8][CH2:9][C:10]#[CH:11].[CH2:12]([Sn:16](Cl)([CH2:21][CH2:22][CH2:23][CH3:24])[CH2:17][CH2:18][CH2:19][CH3:20])[CH2:13][CH2:14][CH3:15]. The catalyst is C1COCC1. The product is [CH2:21]([Sn:16]([CH2:12][CH2:13][CH2:14][CH3:15])([CH2:17][CH2:18][CH2:19][CH3:20])[C:7]#[C:8][CH:9]1[CH2:11][CH2:10]1)[CH2:22][CH2:23][CH3:24]. The yield is 1.00.